From a dataset of Reaction yield outcomes from USPTO patents with 853,638 reactions. Predict the reaction yield, written as a fraction of the theoretical maximum amount of product (1.0 means a 100% yield; for example, 0.34 means a 34% yield). The reactants are C(OC([N:8]1[CH2:15][CH:14]2[C:10]([CH3:26])([N:11]([C:16]([O:18][CH2:19][C:20]3[CH:25]=[CH:24][CH:23]=[CH:22][CH:21]=3)=[O:17])[CH2:12][CH2:13]2)[CH2:9]1)=O)(C)(C)C.C(O)(C(F)(F)F)=O. The catalyst is C(Cl)Cl. The product is [CH2:19]([O:18][C:16]([N:11]1[CH2:12][CH2:13][CH:14]2[CH2:15][NH:8][CH2:9][C:10]12[CH3:26])=[O:17])[C:20]1[CH:21]=[CH:22][CH:23]=[CH:24][CH:25]=1. The yield is 0.550.